Dataset: Reaction yield outcomes from USPTO patents with 853,638 reactions. Task: Predict the reaction yield, written as a fraction of the theoretical maximum amount of product (1.0 means a 100% yield; for example, 0.34 means a 34% yield). (1) The reactants are [Cl:1][C:2]1[CH:7]=[CH:6][CH:5]=[CH:4][C:3]=1[C:8]1[N:9](C(OCC)=O)[C:10]2[C:15]([CH:16]=1)=[CH:14][C:13]([C:17]1[CH:22]=[CH:21][C:20]([C:23]#[N:24])=[CH:19][C:18]=1[CH3:25])=[CH:12][CH:11]=2.C(=O)([O-])[O-].[K+].[K+]. The catalyst is C1COCC1. The product is [Cl:1][C:2]1[CH:7]=[CH:6][CH:5]=[CH:4][C:3]=1[C:8]1[NH:9][C:10]2[C:15]([CH:16]=1)=[CH:14][C:13]([C:17]1[CH:22]=[CH:21][C:20]([C:23]#[N:24])=[CH:19][C:18]=1[CH3:25])=[CH:12][CH:11]=2. The yield is 0.908. (2) The reactants are N[C:2]1[CH:3]=[N:4][CH:5]=[CH:6][CH:7]=1.[F:8][C:9]([F:13])([F:12])[CH2:10][OH:11].FC(F)(F)C(O)=O.C(ON=O)(C)(C)C.C(=O)([O-])[O-].[K+].[K+]. No catalyst specified. The product is [F:8][C:9]([F:13])([F:12])[CH2:10][O:11][C:2]1[CH:3]=[N:4][CH:5]=[CH:6][CH:7]=1. The yield is 0.568. (3) The reactants are [H-].[Na+].[C:3]([O:7][C:8]([N:10]1[CH2:28][CH2:27][C:13]2([N:17]([CH2:18][C:19]3[CH:24]=[CH:23][C:22]([F:25])=[CH:21][CH:20]=3)[NH:16][C:15](=[O:26])[CH2:14]2)[CH2:12][CH2:11]1)=[O:9])([CH3:6])([CH3:5])[CH3:4].[CH2:29]([O:33][C:34]1[CH:41]=[CH:40][C:37]([CH2:38]Br)=[CH:36][CH:35]=1)[CH:30]([CH3:32])[CH3:31]. The catalyst is CN(C=O)C. The product is [C:3]([O:7][C:8]([N:10]1[CH2:28][CH2:27][C:13]2([N:17]([CH2:18][C:19]3[CH:24]=[CH:23][C:22]([F:25])=[CH:21][CH:20]=3)[N:16]([CH2:38][C:37]3[CH:40]=[CH:41][C:34]([O:33][CH2:29][CH:30]([CH3:32])[CH3:31])=[CH:35][CH:36]=3)[C:15](=[O:26])[CH2:14]2)[CH2:12][CH2:11]1)=[O:9])([CH3:6])([CH3:4])[CH3:5]. The yield is 0.500. (4) The reactants are [CH3:1][O:2][C:3]1[C:4]2[CH2:12][NH:11][CH2:10][CH2:9][C:5]=2[N:6]=[CH:7][N:8]=1.Br[C:14]1[CH:15]=[C:16]([Cl:22])[C:17]([O:20][CH3:21])=[N:18][CH:19]=1.CC(C)([O-])C.[Na+].CC(C1C=C(C(C)C)C(C2C=CC=CC=2P(C2CCCCC2)C2CCCCC2)=C(C(C)C)C=1)C. The catalyst is C(O[Pd]OC(=O)C)(=O)C.CCCCCCC.COC(C)(C)C.C1(C)C=CC=CC=1.C(O)(C)(C)C. The product is [Cl:22][C:16]1[CH:15]=[C:14]([N:11]2[CH2:10][CH2:9][C:5]3[N:6]=[CH:7][N:8]=[C:3]([O:2][CH3:1])[C:4]=3[CH2:12]2)[CH:19]=[N:18][C:17]=1[O:20][CH3:21]. The yield is 0.190. (5) The reactants are [N+:1]([C:4]1[CH:5]=[C:6]([CH:8]=[CH:9][CH:10]=1)[NH2:7])([O-:3])=[O:2].C(N(CC)CC)C.[F:18][C:19]([F:36])([F:35])[C:20]1[CH:25]=[CH:24][C:23]([C:26]2[C:27]([C:32](Cl)=[O:33])=[CH:28][CH:29]=[CH:30][CH:31]=2)=[CH:22][CH:21]=1. The catalyst is C1COCC1. The product is [N+:1]([C:4]1[CH:5]=[C:6]([NH:7][C:32]([C:27]2[C:26]([C:23]3[CH:24]=[CH:25][C:20]([C:19]([F:18])([F:35])[F:36])=[CH:21][CH:22]=3)=[CH:31][CH:30]=[CH:29][CH:28]=2)=[O:33])[CH:8]=[CH:9][CH:10]=1)([O-:3])=[O:2]. The yield is 1.00. (6) The reactants are Cl[C:2]1[C:11]([CH:12]=[O:13])=[CH:10][C:9]2[C:4](=[CH:5][CH:6]=[C:7]([O:14][CH3:15])[CH:8]=2)[N:3]=1.[NH2:16][CH2:17][CH2:18][NH:19][C:20](=[O:22])[CH3:21]. The catalyst is C1COCC1. The product is [CH:12]([C:11]1[C:2]([NH:16][CH2:17][CH2:18][NH:19][C:20](=[O:22])[CH3:21])=[N:3][C:4]2[C:9]([CH:10]=1)=[CH:8][C:7]([O:14][CH3:15])=[CH:6][CH:5]=2)=[O:13]. The yield is 0.230. (7) The reactants are CNC(=O)C1C=CC=C([C:10]2[CH:15]=[CH:14][C:13]([O:16][C@@H:17]3[C@@H:22]([OH:23])[C@@H:21]([OH:24])[C@H:20]([OH:25])[C@@H:19]([CH2:26][OH:27])[O:18]3)=[C:12]([CH3:28])[CH:11]=2)C=1.C(O[C@@H]1[C@@H](OC(=O)C)[C@@H](COC(=O)C)O[C@H](OC2C=CC(Br)=CC=2C)[C@H]1CC([O-])=O)(=O)C.[CH3:62][O:63][C:64]([C:66]1[CH:67]=[C:68](B(O)O)[CH:69]=[CH:70][CH:71]=1)=[O:65]. No catalyst specified. The product is [CH3:28][C:12]1[CH:11]=[C:10]([C:68]2[CH:67]=[C:66]([CH:71]=[CH:70][CH:69]=2)[C:64]([O:63][CH3:62])=[O:65])[CH:15]=[CH:14][C:13]=1[O:16][C@@H:17]1[C@@H:22]([OH:23])[C@@H:21]([OH:24])[C@H:20]([OH:25])[C@@H:19]([CH2:26][OH:27])[O:18]1. The yield is 0.540.